From a dataset of Peptide-MHC class I binding affinity with 185,985 pairs from IEDB/IMGT. Regression. Given a peptide amino acid sequence and an MHC pseudo amino acid sequence, predict their binding affinity value. This is MHC class I binding data. (1) The MHC is HLA-B08:01 with pseudo-sequence HLA-B08:01. The peptide sequence is FVDGVPFVV. The binding affinity (normalized) is 0.0847. (2) The peptide sequence is ELIDGISLG. The MHC is HLA-A26:01 with pseudo-sequence HLA-A26:01. The binding affinity (normalized) is 0.431. (3) The peptide sequence is VTFFCVMTY. The MHC is BoLA-T2a with pseudo-sequence BoLA-T2a. The binding affinity (normalized) is 0.0641. (4) The peptide sequence is WAGIWGGKL. The MHC is HLA-B27:05 with pseudo-sequence HLA-B27:05. The binding affinity (normalized) is 0.0847. (5) The peptide sequence is TYSAGIVQI. The MHC is HLA-A02:02 with pseudo-sequence HLA-A02:02. The binding affinity (normalized) is 0.122.